Dataset: Peptide-MHC class I binding affinity with 185,985 pairs from IEDB/IMGT. Task: Regression. Given a peptide amino acid sequence and an MHC pseudo amino acid sequence, predict their binding affinity value. This is MHC class I binding data. The MHC is HLA-A11:01 with pseudo-sequence HLA-A11:01. The peptide sequence is MIIKHIYEQY. The binding affinity (normalized) is 0.199.